This data is from Catalyst prediction with 721,799 reactions and 888 catalyst types from USPTO. The task is: Predict which catalyst facilitates the given reaction. (1) Reactant: [Cl:1][C:2]1[CH:3]=[C:4]([C:10]2[CH:14]=[CH:13][N:12]([CH2:15][C@@H:16]([NH:18][C:19]([C:21]3[N:22]=[C:23]([C:26]4[N:30](C5CCCCO5)[N:29]=[CH:28][CH:27]=4)[S:24][CH:25]=3)=[O:20])[CH3:17])[N:11]=2)[CH:5]=[CH:6][C:7]=1[C:8]#[N:9].Cl.CCO. The catalyst class is: 13. Product: [Cl:1][C:2]1[CH:3]=[C:4]([C:10]2[CH:14]=[CH:13][N:12]([CH2:15][C@@H:16]([NH:18][C:19]([C:21]3[N:22]=[C:23]([C:26]4[CH:27]=[CH:28][NH:29][N:30]=4)[S:24][CH:25]=3)=[O:20])[CH3:17])[N:11]=2)[CH:5]=[CH:6][C:7]=1[C:8]#[N:9]. (2) Product: [C:17]1([CH3:20])[CH:16]=[CH:15][C:14]([S:11]([N:7]2[CH2:8][CH2:9][CH2:10][CH:6]2[CH2:5][CH2:4][CH2:3][OH:2])(=[O:12])=[O:13])=[CH:19][CH:18]=1. Reactant: C[O:2][C:3](=O)[CH2:4][CH2:5][CH:6]1[CH2:10][CH2:9][CH2:8][N:7]1[S:11]([C:14]1[CH:19]=[CH:18][C:17]([CH3:20])=[CH:16][CH:15]=1)(=[O:13])=[O:12].[H-].[Al+3].[Li+].[H-].[H-].[H-].C(OCC)C.CCCCCC. The catalyst class is: 1.